From a dataset of Reaction yield outcomes from USPTO patents with 853,638 reactions. Predict the reaction yield, written as a fraction of the theoretical maximum amount of product (1.0 means a 100% yield; for example, 0.34 means a 34% yield). (1) The reactants are [N:1]12[CH2:8][CH2:7][CH:4]([CH2:5][CH2:6]1)[CH:3]([O:9][C:10](=[O:23])[NH:11][C:12]([C:15]1[CH:20]=[C:19](Br)[CH:18]=[CH:17][C:16]=1[F:22])([CH3:14])[CH3:13])[CH2:2]2.[C:24]1(B(O)O)[CH:29]=[CH:28][CH:27]=[CH:26][CH:25]=1. The catalyst is C([O-])(=O)C.[Pd+2].C([O-])(=O)C. The product is [N:1]12[CH2:8][CH2:7][CH:4]([CH2:5][CH2:6]1)[CH:3]([O:9][C:10](=[O:23])[NH:11][C:12]([C:15]1[CH:20]=[C:19]([C:24]3[CH:29]=[CH:28][CH:27]=[CH:26][CH:25]=3)[CH:18]=[CH:17][C:16]=1[F:22])([CH3:14])[CH3:13])[CH2:2]2. The yield is 0.260. (2) The reactants are [CH2:1]([C:4]1[S:28][C:7]2[N:8]=[C:9]([C:25](O)=[O:26])[N:10]=[C:11]([N:12]3[CH2:17][CH2:16][N:15]4[C:18]([C:21]([F:24])([F:23])[F:22])=[N:19][N:20]=[C:14]4[CH2:13]3)[C:6]=2[CH:5]=1)[CH2:2][CH3:3].[C:29]([NH:32][NH2:33])(=[O:31])[NH2:30].Cl.CN(C(ON1N=NC2C=CC=NC1=2)=[N+](C)C)C.F[P-](F)(F)(F)(F)F.C(N(CC)CC)C. The catalyst is CN(C)C=O. The product is [CH2:1]([C:4]1[S:28][C:7]2[N:8]=[C:9]([C:25]([NH:33][NH:32][C:29]([NH2:30])=[O:31])=[O:26])[N:10]=[C:11]([N:12]3[CH2:17][CH2:16][N:15]4[C:18]([C:21]([F:24])([F:23])[F:22])=[N:19][N:20]=[C:14]4[CH2:13]3)[C:6]=2[CH:5]=1)[CH2:2][CH3:3]. The yield is 0.950. (3) The reactants are C([O:8][C:9]1[CH:10]=[C:11]([C:23]2([C:26]#[N:27])[CH2:25][CH2:24]2)[CH:12]=[CH:13][C:14]=1[O:15]CC1C=CC=CC=1)C1C=CC=CC=1. The catalyst is CO.[Pd]. The product is [OH:8][C:9]1[CH:10]=[C:11]([C:23]2([C:26]#[N:27])[CH2:24][CH2:25]2)[CH:12]=[CH:13][C:14]=1[OH:15]. The yield is 0.920. (4) The reactants are [H-].[Na+].[N:3]1[N:4]=[C:5]([C:8]2[CH:13]=[CH:12][CH:11]=[CH:10][C:9]=2[C:14]([N:16]2[CH2:20][CH:19]3[CH2:21][N:22]([C:24]([O:26][C:27]([CH3:30])([CH3:29])[CH3:28])=[O:25])[CH2:23][CH:18]3[CH2:17]2)=[O:15])[NH:6][CH:7]=1.[CH3:31]I. The catalyst is CN(C=O)C.O. The product is [NH3:3].[CH3:31][N:4]1[C:5]([C:8]2[CH:13]=[CH:12][CH:11]=[CH:10][C:9]=2[C:14]([N:16]2[CH2:17][CH:18]3[CH2:23][N:22]([C:24]([O:26][C:27]([CH3:30])([CH3:29])[CH3:28])=[O:25])[CH2:21][CH:19]3[CH2:20]2)=[O:15])=[N:6][CH:7]=[N:3]1.[CH3:31][N:3]1[CH:7]=[N:6][C:5]([C:8]2[CH:13]=[CH:12][CH:11]=[CH:10][C:9]=2[C:14]([N:16]2[CH2:17][CH:18]3[CH2:23][N:22]([C:24]([O:26][C:27]([CH3:30])([CH3:29])[CH3:28])=[O:25])[CH2:21][CH:19]3[CH2:20]2)=[O:15])=[N:4]1. The yield is 0.0800. (5) The product is [NH2:1][CH:2]([CH2:6][CH:7]=[CH2:8])[C:3]([O:5][CH3:9])=[O:4].[ClH:11]. The reactants are [NH2:1][CH:2]([CH2:6][CH:7]=[CH2:8])[C:3]([OH:5])=[O:4].[CH3:9]O.[ClH:11]. The yield is 0.792. No catalyst specified. (6) The reactants are [CH3:1][O:2][C:3]([C:5]1[C:13]([NH:14][C:15]2[CH:20]=[CH:19][C:18]([Br:21])=[CH:17][C:16]=2[Cl:22])=[C:12]([F:23])[C:8]2[N:9]=[CH:10][NH:11][C:7]=2[CH:6]=1)=[O:4].IC.[C:26](=O)([O-])[O-].[K+].[K+]. The catalyst is CN(C)C=O.C(OCC)(=O)C. The product is [CH3:1][O:2][C:3]([C:5]1[C:13]([NH:14][C:15]2[CH:20]=[CH:19][C:18]([Br:21])=[CH:17][C:16]=2[Cl:22])=[C:12]([F:23])[C:8]2[N:9]=[CH:10][N:11]([CH3:26])[C:7]=2[CH:6]=1)=[O:4]. The yield is 0.360.